From a dataset of Catalyst prediction with 721,799 reactions and 888 catalyst types from USPTO. Predict which catalyst facilitates the given reaction. (1) Reactant: C([C@H]1COC(=O)N1[C:14]([C@@H:16]1[CH2:20][C:19](=[O:21])[CH2:18][C@H:17]1[C:22]1[CH:27]=[CH:26][C:25]([Cl:28])=[CH:24][CH:23]=1)=[O:15])C1C=CC=CC=1.[OH2:29].[OH-].[Li+].OO. Product: [Cl:28][C:25]1[CH:26]=[CH:27][C:22]([C@@H:17]2[CH2:18][C:19](=[O:21])[CH2:20][C@H:16]2[C:14]([OH:15])=[O:29])=[CH:23][CH:24]=1. The catalyst class is: 7. (2) Reactant: Br[C:2]1[CH:3]=[C:4]([C:16]([NH:18][CH2:19][C:20]2[C:21](=[O:28])[NH:22][C:23]([CH3:27])=[CH:24][C:25]=2[CH3:26])=[O:17])[C:5]2[CH:6]=[N:7][N:8]([CH:11]3[CH2:15][CH2:14][CH2:13][CH2:12]3)[C:9]=2[CH:10]=1.CC1(C)C(C)(C)OB([C:37]2[CH:49]=[CH:48][C:40]([CH2:41][N:42]3[CH2:47][CH2:46][O:45][CH2:44][CH2:43]3)=[CH:39][CH:38]=2)O1.C([O-])([O-])=O.[Na+].[Na+]. Product: [CH:11]1([N:8]2[C:9]3[CH:10]=[C:2]([C:37]4[CH:38]=[CH:39][C:40]([CH2:41][N:42]5[CH2:47][CH2:46][O:45][CH2:44][CH2:43]5)=[CH:48][CH:49]=4)[CH:3]=[C:4]([C:16]([NH:18][CH2:19][C:20]4[C:21](=[O:28])[NH:22][C:23]([CH3:27])=[CH:24][C:25]=4[CH3:26])=[O:17])[C:5]=3[CH:6]=[N:7]2)[CH2:15][CH2:14][CH2:13][CH2:12]1. The catalyst class is: 77. (3) Reactant: CO[C:3]1[CH:8]=[C:7]([CH3:9])[O:6][C:5](=[O:10])[C:4]=1[C:11](=[O:24])[CH:12]=[CH:13][C:14]1[CH:19]=[CH:18][CH:17]=[C:16]([CH:20]=[CH:21][C:22]#[N:23])[CH:15]=1.[CH2:25]([NH2:28])[C:26]#[CH:27]. Product: [CH2:25]([NH:28][C:3]1[CH:8]=[C:7]([CH3:9])[O:6][C:5](=[O:10])[C:4]=1[C:11](=[O:24])[CH:12]=[CH:13][C:14]1[CH:19]=[CH:18][CH:17]=[C:16]([CH:20]=[CH:21][C:22]#[N:23])[CH:15]=1)[C:26]#[CH:27]. The catalyst class is: 48. (4) Reactant: C[O:2][C:3]([C:5]1[S:6][C:7]([C:27]#[C:28][C:29]([CH3:32])([CH3:31])[CH3:30])=[CH:8][C:9]=1[N:10]1[C@H:15]([CH:16]2[CH2:21][CH2:20][CH2:19][CH2:18][CH2:17]2)[CH2:14][O:13][C@H:12]([CH2:22][C@H:23]([OH:25])[CH3:24])[C:11]1=[O:26])=[O:4].O[Li].O. Product: [CH:16]1([C@H:15]2[N:10]([C:9]3[CH:8]=[C:7]([C:27]#[C:28][C:29]([CH3:32])([CH3:31])[CH3:30])[S:6][C:5]=3[C:3]([OH:4])=[O:2])[C:11](=[O:26])[C@@H:12]([CH2:22][C@H:23]([OH:25])[CH3:24])[O:13][CH2:14]2)[CH2:17][CH2:18][CH2:19][CH2:20][CH2:21]1. The catalyst class is: 87. (5) Reactant: [H-].[Na+].[NH:3]1[C:12]2[C:7](=[CH:8][CH:9]=[CH:10][CH:11]=2)[CH2:6][CH2:5][CH2:4]1.I[CH3:14]. Product: [CH3:14][N:3]1[C:12]2[C:7](=[CH:8][CH:9]=[CH:10][CH:11]=2)[CH2:6][CH2:5][CH2:4]1. The catalyst class is: 7. (6) Reactant: C(OC(=O)[N:7]([CH2:33][C:34]1[CH:43]=[CH:42][C:37]2[O:38][CH2:39][CH2:40][O:41][C:36]=2[CH:35]=1)[CH:8]1[CH2:13][CH2:12][N:11]([CH2:14][CH2:15][N:16]2[C:25]3[C:20](=[C:21]([NH:26][C:27]([NH:29][CH2:30][CH3:31])=[O:28])[CH:22]=[CH:23][CH:24]=3)[CH:19]=[CH:18][C:17]2=[O:32])[CH2:10][CH2:9]1)(C)(C)C.[ClH:45].O1CCOCC1. Product: [ClH:45].[CH2:30]([NH:29][C:27]([NH:26][C:21]1[CH:22]=[CH:23][CH:24]=[C:25]2[C:20]=1[CH:19]=[CH:18][C:17](=[O:32])[N:16]2[CH2:15][CH2:14][N:11]1[CH2:12][CH2:13][CH:8]([NH:7][CH2:33][C:34]2[CH:43]=[CH:42][C:37]3[O:38][CH2:39][CH2:40][O:41][C:36]=3[CH:35]=2)[CH2:9][CH2:10]1)=[O:28])[CH3:31]. The catalyst class is: 12. (7) Reactant: [O:1]=[O+][O-].[CH2:4]([C@@:7]1([C:23]2[CH:28]=[CH:27][C:26]([F:29])=[CH:25][CH:24]=2)[O:12][C:11](=[O:13])[N:10]([C@H:14]([C:16]2[CH:21]=[CH:20][C:19]([F:22])=[CH:18][CH:17]=2)[CH3:15])[CH2:9][CH2:8]1)[CH:5]=C.C1C=CC(P(C2C=CC=CC=2)C2C=CC=CC=2)=CC=1. Product: [F:29][C:26]1[CH:27]=[CH:28][C:23]([C@:7]2([CH2:4][CH:5]=[O:1])[O:12][C:11](=[O:13])[N:10]([C@H:14]([C:16]3[CH:17]=[CH:18][C:19]([F:22])=[CH:20][CH:21]=3)[CH3:15])[CH2:9][CH2:8]2)=[CH:24][CH:25]=1. The catalyst class is: 2.